Dataset: Forward reaction prediction with 1.9M reactions from USPTO patents (1976-2016). Task: Predict the product of the given reaction. (1) Given the reactants [CH2:1]([N:23]1[CH:27]=[CH:26][N:25]=[CH:24]1)[CH2:2][CH2:3][CH2:4][CH2:5][CH2:6][CH2:7][CH2:8][CH2:9][CH2:10][CH2:11][CH2:12][CH2:13][CH2:14][CH2:15][CH2:16][CH2:17][CH2:18][CH2:19][CH2:20][CH2:21][CH3:22].[Br:28][CH2:29][CH2:30][OH:31], predict the reaction product. The product is: [Br-:28].[OH:31][CH:30]([N+:25]1[CH:26]=[CH:27][N:23]([CH2:1][CH2:2][CH2:3][CH2:4][CH2:5][CH2:6][CH2:7][CH2:8][CH2:9][CH2:10][CH2:11][CH2:12][CH2:13][CH2:14][CH2:15][CH2:16][CH2:17][CH2:18][CH2:19][CH2:20][CH2:21][CH3:22])[CH:24]=1)[CH3:29]. (2) The product is: [C:1]([C:5]1[CH:9]=[C:8]([O:10][CH2:11][C:12]2[CH:17]=[CH:16][CH:15]=[C:14]([CH3:18])[N:13]=2)[N:7]([CH2:19][C:20]2[CH:29]=[CH:28][C:23]([CH2:24][OH:25])=[CH:22][CH:21]=2)[N:6]=1)([CH3:4])([CH3:2])[CH3:3]. Given the reactants [C:1]([C:5]1[CH:9]=[C:8]([O:10][CH2:11][C:12]2[CH:17]=[CH:16][CH:15]=[C:14]([CH3:18])[N:13]=2)[N:7]([CH2:19][C:20]2[CH:29]=[CH:28][C:23]([C:24](OC)=[O:25])=[CH:22][CH:21]=2)[N:6]=1)([CH3:4])([CH3:3])[CH3:2].[H-].[Al+3].[Li+].[H-].[H-].[H-].C(O)C.[Cl-].[NH4+], predict the reaction product.